From a dataset of Full USPTO retrosynthesis dataset with 1.9M reactions from patents (1976-2016). Predict the reactants needed to synthesize the given product. (1) Given the product [Br:16][C:12]1[C:13]([CH3:15])=[CH:14][C:9]([CH2:8][CH2:7][CH2:6][C:18]#[N:19])=[CH:10][C:11]=1[CH3:17], predict the reactants needed to synthesize it. The reactants are: CS(O[CH2:6][CH2:7][CH2:8][C:9]1[CH:14]=[C:13]([CH3:15])[C:12]([Br:16])=[C:11]([CH3:17])[CH:10]=1)(=O)=O.[C-:18]#[N:19].[Na+].O. (2) Given the product [F:24][C:23]([F:26])([F:25])[S:20]([O:12][C:6]1[CH:7]=[CH:8][C:9]([Cl:11])=[CH:10][C:5]=1[C:1]([CH3:4])([CH3:2])[CH3:3])(=[O:21])=[O:19], predict the reactants needed to synthesize it. The reactants are: [C:1]([C:5]1[CH:10]=[C:9]([Cl:11])[CH:8]=[CH:7][C:6]=1[OH:12])([CH3:4])([CH3:3])[CH3:2].N1C=CC=CC=1.[O:19](S(C(F)(F)F)(=O)=O)[S:20]([C:23]([F:26])([F:25])[F:24])(=O)=[O:21].Cl.